From a dataset of Forward reaction prediction with 1.9M reactions from USPTO patents (1976-2016). Predict the product of the given reaction. (1) Given the reactants C(=O)([O-])[O-].[K+].[K+].[I-].[K+].[Cl:9][C:10]1[CH:11]=[CH:12][C:13]([OH:34])=[C:14]([C:16]2[N:17]([C:25]3[CH:26]=[C:27]([CH:31]=[CH:32][CH:33]=3)[C:28]([OH:30])=[O:29])[C:18]([C:21]([F:24])([F:23])[F:22])=[CH:19][CH:20]=2)[CH:15]=1.[F:35][C:36]1[CH:43]=[C:42]([F:44])[CH:41]=[CH:40][C:37]=1[CH2:38]Br, predict the reaction product. The product is: [Cl:9][C:10]1[CH:11]=[CH:12][C:13]([O:34][CH2:38][C:37]2[CH:40]=[CH:41][C:42]([F:44])=[CH:43][C:36]=2[F:35])=[C:14]([C:16]2[N:17]([C:25]3[CH:26]=[C:27]([CH:31]=[CH:32][CH:33]=3)[C:28]([OH:30])=[O:29])[C:18]([C:21]([F:24])([F:22])[F:23])=[CH:19][CH:20]=2)[CH:15]=1. (2) Given the reactants [C:1]1([CH:7]([S:10][C:11]2[CH:16]=[CH:15][CH:14]=[CH:13][CH:12]=2)[CH2:8][OH:9])[CH:6]=[CH:5][CH:4]=[CH:3][CH:2]=1.C(N(CC)CC)C.[C:24](Cl)(=[O:27])[CH:25]=[CH2:26].CO, predict the reaction product. The product is: [C:24]([O:9][CH2:8][CH:7]([C:1]1[CH:2]=[CH:3][CH:4]=[CH:5][CH:6]=1)[S:10][C:11]1[CH:16]=[CH:15][CH:14]=[CH:13][CH:12]=1)(=[O:27])[CH:25]=[CH2:26]. (3) Given the reactants [CH2:1]([O:3][C:4]([C:6]1[NH:7][C:8]2[C:13]([CH:14]=1)=[CH:12][CH:11]=[C:10]([OH:15])[CH:9]=2)=[O:5])[CH3:2].[CH:16]([N:19]1[CH2:23][CH2:22][CH:21](O)[CH2:20]1)([CH3:18])[CH3:17].C(P(CCCC)CCCC)CCC.N(C(N1CCCCC1)=O)=NC(N1CCCCC1)=O, predict the reaction product. The product is: [CH2:1]([O:3][C:4]([C:6]1[NH:7][C:8]2[C:13]([CH:14]=1)=[CH:12][CH:11]=[C:10]([O:15][CH:21]1[CH2:22][CH2:23][N:19]([CH:16]([CH3:18])[CH3:17])[CH2:20]1)[CH:9]=2)=[O:5])[CH3:2]. (4) Given the reactants [CH2:1]([N:3]1[CH2:8][CH2:7][NH:6][CH2:5][CH2:4]1)[CH3:2].[Br:9][C:10]1[N:15]=[CH:14][C:13]([CH:16]=O)=[CH:12][CH:11]=1.C(O[BH-](OC(=O)C)OC(=O)C)(=O)C.[Na+].[OH-].[Na+], predict the reaction product. The product is: [Br:9][C:10]1[N:15]=[CH:14][C:13]([CH2:16][N:6]2[CH2:7][CH2:8][N:3]([CH2:1][CH3:2])[CH2:4][CH2:5]2)=[CH:12][CH:11]=1. (5) Given the reactants [Cl:1][C:2]1[CH:18]=[CH:17][C:5]([CH2:6][CH:7]2[CH2:12][CH:11]([C:13]([O:15][CH3:16])=[O:14])[CH2:10][CH2:9][NH:8]2)=[CH:4][CH:3]=1.CCN(C(C)C)C(C)C.Cl[C:29]([O:31][CH3:32])=[O:30], predict the reaction product. The product is: [Cl:1][C:2]1[CH:3]=[CH:4][C:5]([CH2:6][CH:7]2[CH2:12][CH:11]([C:13]([O:15][CH3:16])=[O:14])[CH2:10][CH2:9][N:8]2[C:29]([O:31][CH3:32])=[O:30])=[CH:17][CH:18]=1. (6) Given the reactants [S:1]1[C:5]2[C:6]([C:10]([O:12][CH3:13])=[O:11])=[CH:7][CH:8]=[CH:9][C:4]=2[N:3]=N1, predict the reaction product. The product is: [NH2:3][C:4]1[C:5]([SH:1])=[C:6]([CH:7]=[CH:8][CH:9]=1)[C:10]([O:12][CH3:13])=[O:11]. (7) Given the reactants [OH:1][C:2]1[CH:10]=[C:9]([S:11][CH3:12])[CH:8]=[CH:7][C:3]=1[C:4]([OH:6])=[O:5].S(Cl)(Cl)=O.[CH3:17]O, predict the reaction product. The product is: [OH:1][C:2]1[CH:10]=[C:9]([S:11][CH3:12])[CH:8]=[CH:7][C:3]=1[C:4]([O:6][CH3:17])=[O:5].